From a dataset of Forward reaction prediction with 1.9M reactions from USPTO patents (1976-2016). Predict the product of the given reaction. (1) The product is: [CH2:46]([O:47][C:8]1[C:9]([CH:39]=[C:40]=[O:43])=[C:10]([S:14]([N:17]2[C:25](=[O:27])[C:24]3[C:23](=[CH:22][C:21]([Cl:20])=[CH:29][CH:28]=3)[NH:30][C:18]2=[O:19])(=[O:15])=[O:16])[CH:11]=[CH:12][CH:13]=1)[CH:45]=[CH2:44]. Given the reactants C(OC(C[C:8]1[CH:9]=[C:10]([S:14]([N:17]=[C:18]=[O:19])(=[O:16])=[O:15])[CH:11]=[CH:12][CH:13]=1)=O)C=C.[Cl:20][C:21]1[CH:22]=[C:23]([NH2:30])[C:24](=[CH:28][CH:29]=1)[C:25]([OH:27])=O.C1N=CN(C(N2C=N[CH:40]=[CH:39]2)=O)C=1.[OH2:43].[CH2:44]1C[O:47][CH2:46][CH2:45]1, predict the reaction product. (2) The product is: [CH:18]1([CH2:21][C:22]([NH:30][C:15]([C:7]2[CH:6]=[CH:5][C:4]([CH:1]3[CH2:2][CH2:3]3)=[C:9]([O:10][CH2:11][CH:12]3[CH2:13][CH2:14]3)[N:8]=2)=[O:17])([CH3:29])[C:23]2[N:27]=[C:26]([CH3:28])[O:25][N:24]=2)[CH2:20][CH2:19]1. Given the reactants [CH:1]1([C:4]2[CH:5]=[CH:6][C:7]([C:15]([OH:17])=O)=[N:8][C:9]=2[O:10][CH2:11][CH:12]2[CH2:14][CH2:13]2)[CH2:3][CH2:2]1.[CH:18]1([CH2:21][C:22]([NH2:30])([CH3:29])[C:23]2[N:27]=[C:26]([CH3:28])[O:25][N:24]=2)[CH2:20][CH2:19]1.CO, predict the reaction product. (3) Given the reactants [CH3:1][C:2]1[N:3]=[C:4]([NH2:8])[S:5][C:6]=1[CH3:7].Br[CH2:10][CH2:11][CH2:12][O:13][CH3:14].[C:15]12([C:25](O)=[O:26])[CH2:24][CH:19]3[CH2:20][CH:21]([CH2:23][CH:17]([CH2:18]3)[CH2:16]1)[CH2:22]2, predict the reaction product. The product is: [CH3:14][O:13][CH2:12][CH2:11][CH2:10][N:3]1[C:2]([CH3:1])=[C:6]([CH3:7])[S:5]/[C:4]/1=[N:8]\[C:25]([C:15]12[CH2:24][CH:19]3[CH2:18][CH:17]([CH2:23][CH:21]([CH2:20]3)[CH2:22]1)[CH2:16]2)=[O:26]. (4) Given the reactants C([NH:8][C:9]1[CH:14]=[CH:13][C:12]([C:15]2[CH:20]=[CH:19][N:18]=[CH:17][CH:16]=2)=[CH:11][C:10]=1[S:21]([CH3:24])(=[O:23])=[O:22])C1C=CC=CC=1.Cl, predict the reaction product. The product is: [CH3:24][S:21]([C:10]1[CH:11]=[C:12]([C:15]2[CH:16]=[CH:17][N:18]=[CH:19][CH:20]=2)[CH:13]=[CH:14][C:9]=1[NH2:8])(=[O:23])=[O:22]. (5) Given the reactants [O:1]1[CH2:5][CH2:4][CH2:3][C@H:2]1[C@H:6]([O:10][CH2:11][CH:12]=O)[CH2:7][CH:8]=[CH2:9].[OH:14][N:15]=CCOC([C@@H]1C[C@H]1C)CC=C, predict the reaction product. The product is: [OH:14][N:15]=[CH:12][CH2:11][O:10][C@@H:6]([C@@H:2]1[CH2:3][CH2:4][CH2:5][O:1]1)[CH2:7][CH:8]=[CH2:9]. (6) Given the reactants [Br:1][C:2]1[CH:7]=[CH:6][C:5]([C:8](=[N:22][O:23][CH2:24][CH3:25])[CH:9]2[CH2:14][CH2:13][N:12]([C:15]3([CH3:21])[CH2:20][CH2:19][NH:18][CH2:17][CH2:16]3)[CH2:11][CH2:10]2)=[CH:4][CH:3]=1.[OH:26][C:27]1[C:36]2[C:31](=[C:32]([C:37]([F:40])([F:39])[F:38])[CH:33]=[CH:34][CH:35]=2)[N:30]=[CH:29][C:28]=1[C:41](O)=[O:42].CCN(CC)CC.CN(C(ON1N=NC2C=CC=NC1=2)=[N+](C)C)C.F[P-](F)(F)(F)(F)F, predict the reaction product. The product is: [Br:1][C:2]1[CH:7]=[CH:6][C:5]([C:8](=[N:22][O:23][CH2:24][CH3:25])[CH:9]2[CH2:10][CH2:11][N:12]([C:15]3([CH3:21])[CH2:20][CH2:19][N:18]([C:41]([C:28]4[CH:29]=[N:30][C:31]5[C:36]([C:27]=4[OH:26])=[CH:35][CH:34]=[CH:33][C:32]=5[C:37]([F:40])([F:38])[F:39])=[O:42])[CH2:17][CH2:16]3)[CH2:13][CH2:14]2)=[CH:4][CH:3]=1.